From a dataset of Reaction yield outcomes from USPTO patents with 853,638 reactions. Predict the reaction yield, written as a fraction of the theoretical maximum amount of product (1.0 means a 100% yield; for example, 0.34 means a 34% yield). (1) The catalyst is C1COCC1. The reactants are [Mg].Br[CH2:3][C:4]1[CH:9]=[CH:8][CH:7]=[C:6]([F:10])[CH:5]=1.II.[Br:13][C:14]1[CH:15]=[CH:16][C:17]([C:20]([C:22]2[CH:23]=[N:24][CH:25]=[N:26][CH:27]=2)=[O:21])=[N:18][CH:19]=1. The yield is 0.520. The product is [Br:13][C:14]1[CH:15]=[CH:16][C:17]([C:20]([C:22]2[CH:23]=[N:24][CH:25]=[N:26][CH:27]=2)([OH:21])[CH2:3][C:4]2[CH:9]=[CH:8][CH:7]=[C:6]([F:10])[CH:5]=2)=[N:18][CH:19]=1. (2) The reactants are [Br:1][C:2]1[CH:3]=[C:4]([CH:9](O)[CH3:10])[CH:5]=[CH:6][C:7]=1[F:8].C([SiH](CC)CC)C. The catalyst is FC(F)(F)C(O)=O. The product is [Br:1][C:2]1[CH:3]=[C:4]([CH2:9][CH3:10])[CH:5]=[CH:6][C:7]=1[F:8]. The yield is 0.850. (3) The reactants are Cl[C:2]([C:17]([F:20])([F:19])[F:18])=[C:3]([C:6]1[CH:11]=[C:10]([C:12]([F:15])([F:14])[F:13])[CH:9]=[C:8]([Cl:16])[CH:7]=1)[C:4]#[N:5].[N:21]1[CH:26]=[CH:25][CH:24]=[N:23][C:22]=1[NH:27][NH2:28].C(N(CC)CC)C.O. The catalyst is C(O)C. The product is [Cl:16][C:8]1[CH:7]=[C:6]([C:3]2[C:2]([C:17]([F:18])([F:19])[F:20])=[N:28][N:27]([C:22]3[N:23]=[CH:24][CH:25]=[CH:26][N:21]=3)[C:4]=2[NH2:5])[CH:11]=[C:10]([C:12]([F:14])([F:15])[F:13])[CH:9]=1. The yield is 0.540. (4) The reactants are Cl.Cl.[CH3:3][C@@H:4]1[CH2:8][CH2:7][CH2:6][N:5]1[CH2:9][CH2:10][CH2:11][O:12][C:13]1[CH:25]=[CH:24][C:16]([O:17][CH:18]2[CH2:23][CH2:22][NH:21][CH2:20][CH2:19]2)=[CH:15][CH:14]=1.[Cl:26]CCl.Cl[C:30]([O:32][CH2:33][CH3:34])=[O:31]. The catalyst is C(N(CC)CC)C. The product is [ClH:26].[CH2:33]([O:32][C:30]([N:21]1[CH2:20][CH2:19][CH:18]([O:17][C:16]2[CH:24]=[CH:25][C:13]([O:12][CH2:11][CH2:10][CH2:9][N:5]3[CH2:6][CH2:7][CH2:8][C@H:4]3[CH3:3])=[CH:14][CH:15]=2)[CH2:23][CH2:22]1)=[O:31])[CH3:34]. The yield is 0.750.